From a dataset of Forward reaction prediction with 1.9M reactions from USPTO patents (1976-2016). Predict the product of the given reaction. (1) Given the reactants [C:1]([C:3]1[CH:4]=[N:5][C:6]2[C:11]([CH:12]=1)=[CH:10][C:9]([CH2:13][C:14]1[CH:15]=[C:16]([CH:21]=[CH:22][N:23]=1)[C:17]([O:19]C)=[O:18])=[CH:8][CH:7]=2)#[N:2].O[Li].O.Cl, predict the reaction product. The product is: [C:1]([C:3]1[CH:4]=[N:5][C:6]2[C:11]([CH:12]=1)=[CH:10][C:9]([CH2:13][C:14]1[CH:15]=[C:16]([CH:21]=[CH:22][N:23]=1)[C:17]([OH:19])=[O:18])=[CH:8][CH:7]=2)#[N:2]. (2) Given the reactants [F:1][C:2]1[CH:7]=[CH:6][CH:5]=[CH:4][C:3]=1[CH2:8][C:9](=[O:17])[CH:10]([CH3:16])[C:11]([O:13][CH2:14][CH3:15])=[O:12].C1OC2C(C3C4OCOC=4C=CC=3P(C3C=CC=CC=3)C3C=CC=CC=3)=C(P(C3C=CC=CC=3)C3C=CC=CC=3)C=CC=2O1, predict the reaction product. The product is: [F:1][C:2]1[CH:7]=[CH:6][CH:5]=[CH:4][C:3]=1[CH2:8][CH:9]([OH:17])[CH:10]([CH3:16])[C:11]([O:13][CH2:14][CH3:15])=[O:12]. (3) Given the reactants [C:1]([O:5][C:6]([C@H:8]1[C@H:12]([C:13]2[CH:18]=[CH:17][CH:16]=[C:15]([Cl:19])[C:14]=2[F:20])[C@:11]([C:23]2[CH:28]=[CH:27][C:26]([Cl:29])=[CH:25][C:24]=2[F:30])([C:21]#[N:22])[C@@H:10]([CH3:31])[NH:9]1)=[O:7])([CH3:4])([CH3:3])[CH3:2].[F:32][C:33]1[CH:40]=[CH:39][CH:38]=[CH:37][C:34]=1[CH2:35]Br.C(=O)([O-])[O-].[Cs+].[Cs+], predict the reaction product. The product is: [C:1]([O:5][C:6]([CH:8]1[CH:12]([C:13]2[CH:18]=[CH:17][CH:16]=[C:15]([Cl:19])[C:14]=2[F:20])[C:11]([C:23]2[CH:28]=[CH:27][C:26]([Cl:29])=[CH:25][C:24]=2[F:30])([C:21]#[N:22])[CH:10]([CH3:31])[N:9]1[CH2:35][C:34]1[CH:37]=[CH:38][CH:39]=[CH:40][C:33]=1[F:32])=[O:7])([CH3:4])([CH3:2])[CH3:3]. (4) Given the reactants C(N(CC)CC)C.[F:8][C:9]1[CH:14]=[CH:13][CH:12]=[C:11]([N:15]=[C:16]=[O:17])[CH:10]=1.S(C1C=CC(C)=CC=1)(O)(=O)=O.[CH3:29][O:30][C:31]1[CH:32]=[C:33]2[C:38](=[CH:39][CH:40]=1)[CH:37]=[C:36]([O:41][CH2:42][C:43]1([C:47]([O:49]CC)=[O:48])[CH2:46][NH:45][CH2:44]1)[CH:35]=[CH:34]2, predict the reaction product. The product is: [F:8][C:9]1[CH:10]=[C:11]([NH:15][C:16]([N:45]2[CH2:46][C:43]([CH2:42][O:41][C:36]3[CH:35]=[CH:34][C:33]4[C:38](=[CH:39][CH:40]=[C:31]([O:30][CH3:29])[CH:32]=4)[CH:37]=3)([C:47]([OH:49])=[O:48])[CH2:44]2)=[O:17])[CH:12]=[CH:13][CH:14]=1. (5) Given the reactants C([CH:3]([CH2:8][C:9](Cl)=[O:10])[CH2:4][C:5](Cl)=[O:6])C.N1C(C)=CC=C[C:13]=1[CH3:19].[H][H].[O:22]1CCCC1, predict the reaction product. The product is: [O:10]=[CH:9][CH2:8][CH2:3][CH2:4][C:5]([O:6][CH2:13][CH3:19])=[O:22]. (6) Given the reactants O[C@H]1CN([C:7]([O:9][CH2:10][C:11]2[CH:16]=[CH:15][CH:14]=[CH:13][CH:12]=2)=O)[C@H](C(OC)=O)C1.[H-].[Na+].C(Br)[C:24]1[CH:29]=[CH:28][CH:27]=[CH:26][CH:25]=1, predict the reaction product. The product is: [CH2:10]([O:9][CH2:7][C:24]1[CH:29]=[CH:28][CH:27]=[CH:26][CH:25]=1)[C:11]1[CH:12]=[CH:13][CH:14]=[CH:15][CH:16]=1. (7) Given the reactants [NH2:1][CH2:2][C@@H:3]1[O:7][C:6](=[O:8])[N:5]([C:9]2[CH:14]=[CH:13][C:12]([N:15]3[CH2:20][CH2:19][CH:18]([N:21]4[N:25]=[N:24][CH:23]=[N:22]4)[CH2:17][CH2:16]3)=[C:11]([F:26])[CH:10]=2)[CH2:4]1.C(N(CC)CC)C.Cl[C:35]([O:37][CH2:38][CH3:39])=[O:36], predict the reaction product. The product is: [CH2:38]([O:37][C:35](=[O:36])[NH:1][CH2:2][C@@H:3]1[O:7][C:6](=[O:8])[N:5]([C:9]2[CH:14]=[CH:13][C:12]([N:15]3[CH2:20][CH2:19][CH:18]([N:21]4[N:25]=[N:24][CH:23]=[N:22]4)[CH2:17][CH2:16]3)=[C:11]([F:26])[CH:10]=2)[CH2:4]1)[CH3:39]. (8) The product is: [Cl:26][C:2]1[C:11]2[C:6](=[N:7][CH:8]=[CH:9][CH:10]=2)[N:5]([C:12]2[CH:17]=[CH:16][CH:15]=[C:14]([C:18]([F:21])([F:20])[F:19])[CH:13]=2)[C:4](=[O:22])[CH:3]=1. Given the reactants O[C:2]1[C:11]2[C:6](=[N:7][CH:8]=[CH:9][CH:10]=2)[N:5]([C:12]2[CH:17]=[CH:16][CH:15]=[C:14]([C:18]([F:21])([F:20])[F:19])[CH:13]=2)[C:4](=[O:22])[CH:3]=1.C(Cl)(=O)C([Cl:26])=O, predict the reaction product.